The task is: Predict the reaction yield, written as a fraction of the theoretical maximum amount of product (1.0 means a 100% yield; for example, 0.34 means a 34% yield).. This data is from Reaction yield outcomes from USPTO patents with 853,638 reactions. The product is [Br:1][C:2]1[CH:3]=[CH:4][C:5]([N:11]2[C:15]([CH3:16])=[CH:14][C:13]([C:17]([O:19][CH2:20][CH3:21])=[O:18])=[N:12]2)=[C:6]([C:7]([N:23]2[C@H:24]([CH2:32][OH:33])[CH2:25][C:26]3[C:31](=[CH:30][CH:29]=[CH:28][CH:27]=3)[CH2:22]2)=[O:9])[CH:10]=1. The yield is 0.790. The reactants are [Br:1][C:2]1[CH:3]=[CH:4][C:5]([N:11]2[C:15]([CH3:16])=[CH:14][C:13]([C:17]([O:19][CH2:20][CH3:21])=[O:18])=[N:12]2)=[C:6]([CH:10]=1)[C:7]([OH:9])=O.[CH2:22]1[C:31]2[C:26](=[CH:27][CH:28]=[CH:29][CH:30]=2)[CH2:25][C@@H:24]([CH2:32][OH:33])[NH:23]1.CN(C(ON1N=NC2C=CC=NC1=2)=[N+](C)C)C.F[P-](F)(F)(F)(F)F.CCN(C(C)C)C(C)C. The catalyst is C(Cl)Cl.